The task is: Predict the reactants needed to synthesize the given product.. This data is from Full USPTO retrosynthesis dataset with 1.9M reactions from patents (1976-2016). (1) Given the product [N+:8]([C:5]1[CH:6]=[CH:7][C:2]([N:11]2[CH2:16][CH2:15][C:14](=[O:17])[CH2:13][CH2:12]2)=[CH:3][CH:4]=1)([O-:10])=[O:9], predict the reactants needed to synthesize it. The reactants are: F[C:2]1[CH:7]=[CH:6][C:5]([N+:8]([O-:10])=[O:9])=[CH:4][CH:3]=1.[NH:11]1[CH2:16][CH2:15][C:14](=[O:17])[CH2:13][CH2:12]1. (2) Given the product [C:1]([S:5][C:6](=[O:11])[CH:7]([CH2:15][C:16]1[CH:17]=[CH:18][C:19]([S:22]([CH3:25])(=[O:24])=[O:23])=[CH:20][CH:21]=1)[C:8](=[O:10])[CH3:9])([CH3:4])([CH3:2])[CH3:3], predict the reactants needed to synthesize it. The reactants are: [C:1]([S:5][C:6](=[O:11])[CH2:7][C:8](=[O:10])[CH3:9])([CH3:4])([CH3:3])[CH3:2].[H-].[Na+].Br[CH2:15][C:16]1[CH:21]=[CH:20][C:19]([S:22]([CH3:25])(=[O:24])=[O:23])=[CH:18][CH:17]=1. (3) Given the product [CH3:16][N:5]1[C:6]([C:7]2[CH:8]=[C:9]([C:12]([O:14][CH3:15])=[O:13])[S:10][CH:11]=2)=[C:2]([C:22]([F:25])([F:24])[F:23])[CH:3]=[N:4]1, predict the reactants needed to synthesize it. The reactants are: I[C:2]1[CH:3]=[N:4][N:5]([CH3:16])[C:6]=1[C:7]1[CH:8]=[C:9]([C:12]([O:14][CH3:15])=[O:13])[S:10][CH:11]=1.[F-].[K+].C([Si](CC)(CC)[C:22]([F:25])([F:24])[F:23])C. (4) Given the product [Cl:1][C:2]1[CH:3]=[C:4]([C:9]2[C:21]([O:22][CH3:23])=[CH:20][C:12]([C:13]([NH:15][S:16]([CH3:19])(=[O:18])=[O:17])=[O:14])=[C:11]([F:24])[CH:10]=2)[CH:5]=[N:6][C:7]=1[O:38][C:34]1[CH:35]=[CH:36][CH:37]=[C:32]([Cl:31])[C:33]=1[CH3:39], predict the reactants needed to synthesize it. The reactants are: [Cl:1][C:2]1[CH:3]=[C:4]([C:9]2[C:21]([O:22][CH3:23])=[CH:20][C:12]([C:13]([NH:15][S:16]([CH3:19])(=[O:18])=[O:17])=[O:14])=[C:11]([F:24])[CH:10]=2)[CH:5]=[N:6][C:7]=1F.C([O-])([O-])=O.[Cs+].[Cs+].[Cl:31][C:32]1[C:33]([CH3:39])=[C:34]([OH:38])[CH:35]=[CH:36][CH:37]=1. (5) The reactants are: [Br:1][C:2]1[CH:9]=[CH:8][C:5]([CH:6]=[O:7])=[C:4]([F:10])[CH:3]=1.O1[CH2:15][CH2:14][CH2:13]C1.C1([Mg]Br)CC1. Given the product [Br:1][C:2]1[CH:9]=[CH:8][C:5]([CH:6]([CH:13]2[CH2:14][CH2:15]2)[OH:7])=[C:4]([F:10])[CH:3]=1, predict the reactants needed to synthesize it.